From a dataset of Clinical trial toxicity outcomes and FDA approval status for drugs. Regression/Classification. Given a drug SMILES string, predict its toxicity properties. Task type varies by dataset: regression for continuous values (e.g., LD50, hERG inhibition percentage) or binary classification for toxic/non-toxic outcomes (e.g., AMES mutagenicity, cardiotoxicity, hepatotoxicity). Dataset: clintox. (1) The compound is CCc1c(C)[nH]c2c1C(=O)C(C[NH+]1CCOCC1)CC2. The result is 0 (passed clinical trial). (2) The molecule is CC(C)(C)C(=O)OCOP(=O)(COCCn1cnc2c(N)ncnc21)OCOC(=O)C(C)(C)C. The result is 1 (failed clinical trial for toxicity). (3) The drug is Cc1ccccc1N1CC[NH+](CCc2nnc3n2CCCC3)CC1. The result is 0 (passed clinical trial). (4) The drug is C#CCC(Cc1cnc2nc(N)nc(N)c2n1)c1ccc(C(=O)N[C@@H](CCC(=O)[O-])C(=O)[O-])cc1. The result is 0 (passed clinical trial). (5) The molecule is OC(C[NH2+]CC(O)C1CCc2cc(F)ccc2O1)C1CCc2cc(F)ccc2O1. The result is 0 (passed clinical trial).